From a dataset of Forward reaction prediction with 1.9M reactions from USPTO patents (1976-2016). Predict the product of the given reaction. Given the reactants [NH2:1][C:2]([O:4]CC)=O.C(O)CCCO.[N-:13]=[C:14]=[O:15].[N-]=C=O.[C:19]1([CH2:25][C:26]2[CH:31]=[CH:30][CH:29]=[CH:28][CH:27]=2)[CH:24]=[CH:23][CH:22]=[CH:21][CH:20]=1, predict the reaction product. The product is: [CH:31]1[C:26]([CH2:25][C:19]2[CH:20]=[CH:21][C:22]([N:13]=[C:14]=[O:15])=[CH:23][CH:24]=2)=[CH:27][CH:28]=[C:29]([N:1]=[C:2]=[O:4])[CH:30]=1.